This data is from Merck oncology drug combination screen with 23,052 pairs across 39 cell lines. The task is: Regression. Given two drug SMILES strings and cell line genomic features, predict the synergy score measuring deviation from expected non-interaction effect. (1) Drug 1: CC(=O)OC1C(=O)C2(C)C(O)CC3OCC3(OC(C)=O)C2C(OC(=O)c2ccccc2)C2(O)CC(OC(=O)C(O)C(NC(=O)c3ccccc3)c3ccccc3)C(C)=C1C2(C)C. Drug 2: N#Cc1ccc(Cn2cncc2CN2CCN(c3cccc(Cl)c3)C(=O)C2)cc1. Cell line: VCAP. Synergy scores: synergy=-6.16. (2) Drug 1: C#Cc1cccc(Nc2ncnc3cc(OCCOC)c(OCCOC)cc23)c1. Drug 2: COC1CC2CCC(C)C(O)(O2)C(=O)C(=O)N2CCCCC2C(=O)OC(C(C)CC2CCC(OP(C)(C)=O)C(OC)C2)CC(=O)C(C)C=C(C)C(O)C(OC)C(=O)C(C)CC(C)C=CC=CC=C1C. Cell line: RPMI7951. Synergy scores: synergy=42.4. (3) Drug 1: CC(=O)OC1C(=O)C2(C)C(O)CC3OCC3(OC(C)=O)C2C(OC(=O)c2ccccc2)C2(O)CC(OC(=O)C(O)C(NC(=O)c3ccccc3)c3ccccc3)C(C)=C1C2(C)C. Drug 2: C=CCn1c(=O)c2cnc(Nc3ccc(N4CCN(C)CC4)cc3)nc2n1-c1cccc(C(C)(C)O)n1. Cell line: NCIH1650. Synergy scores: synergy=8.30. (4) Drug 1: Cn1nnc2c(C(N)=O)ncn2c1=O. Drug 2: NC1CCCCC1N.O=C(O)C(=O)O.[Pt+2]. Cell line: A427. Synergy scores: synergy=-0.593.